From a dataset of Catalyst prediction with 721,799 reactions and 888 catalyst types from USPTO. Predict which catalyst facilitates the given reaction. (1) Reactant: [Cl:1][C:2]1[CH:19]=[CH:18][C:5]([O:6][CH2:7][C:8]([N:10]2[CH2:15][C@H:14]([CH3:16])[NH:13][C@H:12]([CH3:17])[CH2:11]2)=[O:9])=[CH:4][CH:3]=1.[F:20][C:21]1[CH:28]=[CH:27][C:24]([CH2:25]Br)=[CH:23][CH:22]=1.C(N(C(C)C)CC)(C)C.[I-].[Na+]. Product: [Cl:1][C:2]1[CH:3]=[CH:4][C:5]([O:6][CH2:7][C:8]([N:10]2[CH2:11][C@H:12]([CH3:17])[N:13]([CH2:25][C:24]3[CH:27]=[CH:28][C:21]([F:20])=[CH:22][CH:23]=3)[C@H:14]([CH3:16])[CH2:15]2)=[O:9])=[CH:18][CH:19]=1. The catalyst class is: 116. (2) Reactant: [S:1]1[CH:5]=[CH:4][N:3]=[C:2]1[C:6]([OH:10])([C:8]#[CH:9])[CH3:7].[H-].[Na+].[CH3:13]I. The catalyst class is: 3. Product: [CH3:13][O:10][C:6]([C:2]1[S:1][CH:5]=[CH:4][N:3]=1)([C:8]#[CH:9])[CH3:7]. (3) Reactant: [NH2:1][C:2]1[N:7]=[CH:6][N:5]=[C:4]2[N:8]([CH2:26][C@H:27]3[CH2:31][CH2:30][CH2:29][N:28]3C(OC(C)(C)C)=O)[N:9]=[C:10]([C:11]3[CH:16]=[CH:15][C:14]([O:17][C:18]4[CH:23]=[C:22]([F:24])[CH:21]=[C:20]([F:25])[CH:19]=4)=[CH:13][CH:12]=3)[C:3]=12.FC(F)(F)C(O)=O. Product: [F:25][C:20]1[CH:19]=[C:18]([CH:23]=[C:22]([F:24])[CH:21]=1)[O:17][C:14]1[CH:13]=[CH:12][C:11]([C:10]2[C:3]3[C:4](=[N:5][CH:6]=[N:7][C:2]=3[NH2:1])[N:8]([CH2:26][C@H:27]3[CH2:31][CH2:30][CH2:29][NH:28]3)[N:9]=2)=[CH:16][CH:15]=1. The catalyst class is: 4.